From a dataset of Full USPTO retrosynthesis dataset with 1.9M reactions from patents (1976-2016). Predict the reactants needed to synthesize the given product. (1) The reactants are: [NH:1]1[CH:5]=[N:4][C:3]([C:6]([O:8][CH3:9])=[O:7])=[N:2]1.[N+:10]([C:13]1[CH:20]=[CH:19][C:16]([CH2:17]Br)=[CH:15][CH:14]=1)([O-:12])=[O:11].C(=O)([O-])[O-].[K+].[K+].CN(C)C=O. Given the product [N+:10]([C:13]1[CH:20]=[CH:19][C:16]([CH2:17][N:2]2[C:3]([C:6]([O:8][CH3:9])=[O:7])=[N:4][CH:5]=[N:1]2)=[CH:15][CH:14]=1)([O-:12])=[O:11], predict the reactants needed to synthesize it. (2) The reactants are: [OH:1][CH2:2][C:3]1[CH:4]=[C:5]([CH:9]=[C:10]([O:12][C@@H:13]([CH3:17])[CH2:14][O:15][CH3:16])[CH:11]=1)[C:6]([OH:8])=[O:7].N1C=CC=CC=1.[C:24](Cl)(=[O:26])[CH3:25].O. Given the product [C:24]([O:1][CH2:2][C:3]1[CH:4]=[C:5]([CH:9]=[C:10]([O:12][C@@H:13]([CH3:17])[CH2:14][O:15][CH3:16])[CH:11]=1)[C:6]([OH:8])=[O:7])(=[O:26])[CH3:25], predict the reactants needed to synthesize it. (3) Given the product [C:7]([O:11][C:12](=[O:36])[NH:13][C@H:14]([CH2:15][C:16]1[CH:17]=[CH:18][C:19]([O:22][CH2:23][C:24]2[CH:29]=[CH:28][CH:27]=[CH:26][CH:25]=2)=[CH:20][CH:21]=1)[CH:30]=[O:35])([CH3:10])([CH3:8])[CH3:9], predict the reactants needed to synthesize it. The reactants are: [H-].[H-].[H-].[H-].[Li+].[Al+3].[C:7]([O:11][C:12](=[O:36])[NH:13][C@@H:14]([C:30](=[O:35])N(OC)C)[CH2:15][C:16]1[CH:21]=[CH:20][C:19]([O:22][CH2:23][C:24]2[CH:29]=[CH:28][CH:27]=[CH:26][CH:25]=2)=[CH:18][CH:17]=1)([CH3:10])([CH3:9])[CH3:8]. (4) Given the product [CH3:24][O:23][C:21](=[O:22])[C:20]([O:25][Si:26]([C:29]([CH3:30])([CH3:31])[CH3:32])([CH3:27])[CH3:28])=[CH:57][CH2:56][C@:53]1([NH:59][S:60]([C:62]([CH3:64])([CH3:63])[CH3:65])=[O:61])[CH2:54][CH2:55][N:50]([C:48]([N:47]([C@@H:45]([C:37]2[CH:36]=[C:35]([C:34]([F:33])([F:75])[F:76])[CH:40]=[C:39]([C:41]([F:44])([F:43])[F:42])[CH:38]=2)[CH3:46])[CH3:74])=[O:49])[C@@H:51]([C:66]2[CH:71]=[CH:70][C:69]([F:72])=[CH:68][C:67]=2[CH3:73])[CH2:52]1, predict the reactants needed to synthesize it. The reactants are: N12CCCN=C1CCCCC2.[Cl-].[Li+].COP([CH:20]([O:25][Si:26]([C:29]([CH3:32])([CH3:31])[CH3:30])([CH3:28])[CH3:27])[C:21]([O:23][CH3:24])=[O:22])(OC)=O.[F:33][C:34]([F:76])([F:75])[C:35]1[CH:36]=[C:37]([C@H:45]([N:47]([CH3:74])[C:48]([N:50]2[CH2:55][CH2:54][C@@:53]([NH:59][S:60]([C:62]([CH3:65])([CH3:64])[CH3:63])=[O:61])([CH2:56][CH:57]=O)[CH2:52][C@@H:51]2[C:66]2[CH:71]=[CH:70][C:69]([F:72])=[CH:68][C:67]=2[CH3:73])=[O:49])[CH3:46])[CH:38]=[C:39]([C:41]([F:44])([F:43])[F:42])[CH:40]=1.C([O-])(O)=O.[Na+]. (5) Given the product [O:46]=[S:42]1(=[O:45])[CH2:43][CH2:44][N:39]([CH2:38][CH2:37][CH2:36][O:1][C:2]2[CH:11]=[C:10]3[C:5]([C:6]([O:12][C:13]4[CH:14]=[C:15]5[C:19](=[CH:20][CH:21]=4)[NH:18][CH:17]=[C:16]5[CH3:22])=[N:7][CH:8]=[N:9]3)=[CH:4][C:3]=2[O:23][CH3:24])[CH2:40][CH2:41]1, predict the reactants needed to synthesize it. The reactants are: [OH:1][C:2]1[CH:11]=[C:10]2[C:5]([C:6]([O:12][C:13]3[CH:14]=[C:15]4[C:19](=[CH:20][CH:21]=3)[NH:18][CH:17]=[C:16]4[CH3:22])=[N:7][CH:8]=[N:9]2)=[CH:4][C:3]=1[O:23][CH3:24].C(=O)([O-])[O-].[K+].[K+].S(C1C=CC(C)=CC=1)(OO[CH2:36][CH2:37][CH2:38][N:39]1[CH2:44][CH2:43][S:42](=[O:46])(=[O:45])[CH2:41][CH2:40]1)(=O)=O. (6) Given the product [F:1][C:2]1[CH:10]=[C:9]2[C:5]([C:6]([CH2:12][N:13]3[CH2:14][CH2:15][N:32]4[C:33](=[O:34])[C:28]([N:26]5[CH:27]=[C:23]([CH3:22])[N:24]=[CH:25]5)=[CH:29][CH:30]=[C:31]4[C:35]3=[O:37])=[CH:7][N:8]2[CH3:11])=[CH:4][C:3]=1[C:17]([F:20])([F:18])[F:19], predict the reactants needed to synthesize it. The reactants are: [F:1][C:2]1[CH:10]=[C:9]2[C:5]([C:6]([CH2:12][NH:13][CH2:14][CH2:15]O)=[CH:7][N:8]2[CH3:11])=[CH:4][C:3]=1[C:17]([F:20])([F:19])[F:18].Cl.[CH3:22][C:23]1[N:24]=[CH:25][N:26]([C:28]2[C:33](=[O:34])[NH:32][C:31]([C:35]([OH:37])=O)=[CH:30][CH:29]=2)[CH:27]=1.C(N(CC)C(C)C)(C)C.F[P-](F)(F)(F)(F)F.N1(OC(N(C)C)=[N+](C)C)C2N=CC=CC=2N=N1. (7) Given the product [CH3:18][C:9]1[C:10]([N+:15]([O-:17])=[O:16])=[C:11]([CH3:14])[CH:12]=[CH:13][C:8]=1[CH2:7][CH2:6][CH2:5][C:4]([OH:19])=[O:3], predict the reactants needed to synthesize it. The reactants are: C([O:3][C:4](=[O:19])[CH2:5][CH2:6][CH2:7][C:8]1[CH:13]=[CH:12][C:11]([CH3:14])=[C:10]([N+:15]([O-:17])=[O:16])[C:9]=1[CH3:18])C.Cl. (8) Given the product [NH2:1][C:2]([C:12]1[CH:17]=[CH:16][CH:15]=[CH:14][CH:13]=1)([C:6]1[CH:11]=[CH:10][CH:9]=[CH:8][CH:7]=1)[C:3]([NH:18][CH2:19][CH2:20][CH2:21][N:22]1[CH2:27][CH2:26][CH:25]([C:28]2[CH:29]=[C:30]([NH:35][C:36]([CH:38]3[CH2:40][CH2:39]3)=[O:37])[CH:31]=[CH:32][C:33]=2[F:34])[CH2:24][CH2:23]1)=[O:5], predict the reactants needed to synthesize it. The reactants are: [NH2:1][C:2]([C:12]1[CH:17]=[CH:16][CH:15]=[CH:14][CH:13]=1)([C:6]1[CH:11]=[CH:10][CH:9]=[CH:8][CH:7]=1)[C:3]([OH:5])=O.[NH2:18][CH2:19][CH2:20][CH2:21][N:22]1[CH2:27][CH2:26][CH:25]([C:28]2[CH:29]=[C:30]([NH:35][C:36]([CH:38]3[CH2:40][CH2:39]3)=[O:37])[CH:31]=[CH:32][C:33]=2[F:34])[CH2:24][CH2:23]1. (9) Given the product [Br:1][C:2]1[CH:7]=[CH:6][C:5]([CH:8]2[CH2:11][CH2:10][CH2:9]2)=[C:4]([C:13]([F:14])([F:15])[F:16])[CH:3]=1, predict the reactants needed to synthesize it. The reactants are: [Br:1][C:2]1[CH:7]=[CH:6][C:5]([C:8]2(O)[CH2:11][CH2:10][CH2:9]2)=[C:4]([C:13]([F:16])([F:15])[F:14])[CH:3]=1.C([SiH](CC)CC)C.C(=O)([O-])[O-].[K+].[K+].O.